From a dataset of Catalyst prediction with 721,799 reactions and 888 catalyst types from USPTO. Predict which catalyst facilitates the given reaction. Reactant: [OH-].[Li+].[CH3:3][O:4][C:5]1[CH:10]=[CH:9][C:8]([C:11]2[CH:16]=[CH:15][C:14]([C:17]([O:19]C)=[O:18])=[C:13]([N+:21]([O-:23])=[O:22])[CH:12]=2)=[CH:7][CH:6]=1.CO.Cl. Product: [CH3:3][O:4][C:5]1[CH:6]=[CH:7][C:8]([C:11]2[CH:16]=[CH:15][C:14]([C:17]([OH:19])=[O:18])=[C:13]([N+:21]([O-:23])=[O:22])[CH:12]=2)=[CH:9][CH:10]=1. The catalyst class is: 20.